Predict the reactants needed to synthesize the given product. From a dataset of Full USPTO retrosynthesis dataset with 1.9M reactions from patents (1976-2016). (1) The reactants are: I[C:2]1[CH:7]=[CH:6][CH:5]=[C:4]([N+:8]([O-:10])=[O:9])[CH:3]=1.[Br:11][CH2:12][CH2:13][CH2:14][CH2:15][CH2:16][CH2:17][O:18][CH2:19][CH2:20][C:21]#[CH:22]. Given the product [Br:11][CH2:12][CH2:13][CH2:14][CH2:15][CH2:16][CH2:17][O:18][CH2:19][CH2:20][C:21]#[C:22][C:2]1[CH:7]=[CH:6][CH:5]=[C:4]([N+:8]([O-:10])=[O:9])[CH:3]=1, predict the reactants needed to synthesize it. (2) Given the product [CH2:19]([C@H:21]1[NH:25][C@H:24]([CH2:28][C:13]2[CH:18]=[CH:17][CH:16]=[CH:15][N:14]=2)[CH2:23][CH2:22]1)[CH3:20], predict the reactants needed to synthesize it. The reactants are: C([Li])CCC.CCCCCC.Br[C:13]1[CH:18]=[CH:17][CH:16]=[CH:15][N:14]=1.[CH2:19]([C@H:21]1[N:25]2S(=O)(=O)O[CH2:28][C@@H:24]2[CH2:23][CH2:22]1)[CH3:20]. (3) Given the product [F:1][C:2]([F:14])([F:15])[CH2:3][C:4]1[CH:5]=[CH:6][C:7]([CH2:8][OH:9])=[CH:12][CH:13]=1, predict the reactants needed to synthesize it. The reactants are: [F:1][C:2]([F:15])([F:14])[CH2:3][C:4]1[CH:13]=[CH:12][C:7]([C:8](OC)=[O:9])=[CH:6][CH:5]=1.[H-].[Al+3].[Li+].[H-].[H-].[H-]. (4) Given the product [N:1]1([C:8]2[CH:13]=[CH:12][C:11]([C:14]3[CH:19]=[CH:18][C:17]([O:20][CH2:21][CH2:22][O:23][CH2:24][CH2:25][CH2:26][CH3:27])=[CH:16][CH:15]=3)=[CH:10][C:9]=2/[CH:28]=[C:29](\[CH3:34])/[C:30]([OH:32])=[O:31])[CH2:2][CH2:3][CH2:4][CH2:5][CH2:6][CH2:7]1, predict the reactants needed to synthesize it. The reactants are: [N:1]1([C:8]2[CH:13]=[CH:12][C:11]([C:14]3[CH:19]=[CH:18][C:17]([O:20][CH2:21][CH2:22][O:23][CH2:24][CH2:25][CH2:26][CH3:27])=[CH:16][CH:15]=3)=[CH:10][C:9]=2/[CH:28]=[C:29](\[CH3:34])/[C:30]([O:32]C)=[O:31])[CH2:7][CH2:6][CH2:5][CH2:4][CH2:3][CH2:2]1.[OH-].[Na+].Cl.